Dataset: Full USPTO retrosynthesis dataset with 1.9M reactions from patents (1976-2016). Task: Predict the reactants needed to synthesize the given product. (1) Given the product [C:31]1([C:30]([O:34][CH2:35][CH3:36])=[O:33])[CH:32]=[N:14][N:15]2[CH:20]=[CH:19][C:18]3[O:21][CH2:22][CH2:23][C:17]=3[C:16]=12, predict the reactants needed to synthesize it. The reactants are: [N+](C1C=C([N+]([O-])=O)C=CC=1[O-])([O-])=O.[NH2:14][N+:15]1[CH:20]=[CH:19][C:18]2[O:21][CH2:22][CH2:23][C:17]=2[CH:16]=1.C(=O)([O-])[O-].[K+].[K+].[C:30]([O:34][CH2:35][CH3:36])(=[O:33])[C:31]#[CH:32]. (2) Given the product [CH2:45]([N:47]([CH2:73][C:74]1[CH:75]=[CH:76][C:77]([O:80][CH:81]2[CH2:86][CH2:85][N:84]([CH3:87])[CH2:83][CH2:82]2)=[CH:78][CH:79]=1)[C:48]1[CH:53]=[C:52]([O:54][CH3:55])[CH:51]=[CH:50][C:49]=1[CH:56]1[CH2:65][CH2:64][C:63]2[CH:62]=[C:61]([OH:66])[CH:60]=[CH:59][C:58]=2[CH2:57]1)[CH3:46], predict the reactants needed to synthesize it. The reactants are: C(NC1C=C(OC)C=CC=1C1CCC2C=C(OC(=O)C(C)(C)C)C=CC=2C1)C.CN1CCC(OC2C=CC(C=O)=CC=2)CC1.[CH2:45]([N:47]([CH2:73][C:74]1[CH:79]=[CH:78][C:77]([O:80][CH:81]2[CH2:86][CH2:85][N:84]([CH3:87])[CH2:83][CH2:82]2)=[CH:76][CH:75]=1)[C:48]1[CH:53]=[C:52]([O:54][CH3:55])[CH:51]=[CH:50][C:49]=1[CH:56]1[CH2:65][CH2:64][C:63]2[CH:62]=[C:61]([O:66]C(=O)C(C)(C)C)[CH:60]=[CH:59][C:58]=2[CH2:57]1)[CH3:46]. (3) Given the product [Br:48][C:4]1[C:5]2[C:10](=[CH:9][C:8]([S:12]([O:15][C:16]3[C:21]([F:22])=[C:20]([F:23])[C:19]([F:24])=[C:18]([F:25])[C:17]=3[F:26])(=[O:14])=[O:13])=[CH:7][CH:6]=2)[CH:11]=[C:2]([Cl:1])[N:3]=1, predict the reactants needed to synthesize it. The reactants are: [Cl:1][C:2]1[N:3]=[CH:4][C:5]2[C:10]([CH:11]=1)=[CH:9][C:8]([S:12]([O:15][C:16]1[C:21]([F:22])=[C:20]([F:23])[C:19]([F:24])=[C:18]([F:25])[C:17]=1[F:26])(=[O:14])=[O:13])=[CH:7][CH:6]=2.OO.NC(N)=O.FC(F)(F)C(OC(=O)C(F)(F)F)=O.P(Br)(Br)([Br:48])=O. (4) Given the product [Br:1][C:2]1[N:6]([CH2:16][CH:17]=[C:18]([CH3:20])[CH3:19])[C:5]([C:7]([O:9][CH3:10])=[O:8])=[C:4]([C:11]([O:13][CH3:14])=[O:12])[N:3]=1, predict the reactants needed to synthesize it. The reactants are: [Br:1][C:2]1[NH:3][C:4]([C:11]([O:13][CH3:14])=[O:12])=[C:5]([C:7]([O:9][CH3:10])=[O:8])[N:6]=1.Br[CH2:16][CH:17]=[C:18]([CH3:20])[CH3:19].C(=O)([O-])[O-].[K+].[K+].O.